Dataset: Full USPTO retrosynthesis dataset with 1.9M reactions from patents (1976-2016). Task: Predict the reactants needed to synthesize the given product. (1) Given the product [CH2:21]([O:20][C:17]1[CH:16]=[CH:15][C:14]([C:12]2[NH:11][C:10]3[CH:24]=[C:6]([CH:4]=[O:5])[CH:7]=[CH:8][C:9]=3[N:13]=2)=[CH:19][CH:18]=1)[C:22]#[CH:23], predict the reactants needed to synthesize it. The reactants are: CON(C)[C:4]([C:6]1[CH:7]=[CH:8][C:9]2[N:13]=[C:12]([C:14]3[CH:19]=[CH:18][C:17]([O:20][CH2:21][C:22]#[CH:23])=[CH:16][CH:15]=3)[NH:11][C:10]=2[CH:24]=1)=[O:5].[H-].[Al+3].[Li+].[H-].[H-].[H-]. (2) The reactants are: [CH2:1]([N:8]([CH2:21][C:22]1[CH:32]=[CH:31][C:25]([N:26]([CH2:29][CH3:30])[CH2:27][CH3:28])=[CH:24][CH:23]=1)[CH2:9][C:10]1[CH:15]=[CH:14][C:13]([N:16]([CH2:19][CH3:20])[CH2:17][CH3:18])=[CH:12][CH:11]=1)[C:2]1[CH:7]=[CH:6][CH:5]=[CH:4][CH:3]=1.[ClH:33]. Given the product [Cl-:33].[CH2:1]([NH+:8]([CH2:9][C:10]1[CH:15]=[CH:14][C:13]([N:16]([CH2:19][CH3:20])[CH2:17][CH3:18])=[CH:12][CH:11]=1)[CH2:21][C:22]1[CH:32]=[CH:31][C:25]([N:26]([CH2:29][CH3:30])[CH2:27][CH3:28])=[CH:24][CH:23]=1)[C:2]1[CH:7]=[CH:6][CH:5]=[CH:4][CH:3]=1, predict the reactants needed to synthesize it. (3) Given the product [Br:19][C:20]1[C:27]([F:28])=[CH:26][C:23]([CH2:24][N:10]([C@H:11]([CH2:15][CH:16]2[CH2:17][CH2:18]2)[C:12]([NH2:14])=[O:13])[S:7]([C:5]2[S:6][C:2]([Cl:1])=[CH:3][CH:4]=2)(=[O:8])=[O:9])=[C:22]([F:29])[CH:21]=1, predict the reactants needed to synthesize it. The reactants are: [Cl:1][C:2]1[S:6][C:5]([S:7]([NH:10][C@H:11]([CH2:15][CH:16]2[CH2:18][CH2:17]2)[C:12]([NH2:14])=[O:13])(=[O:9])=[O:8])=[CH:4][CH:3]=1.[Br:19][C:20]1[C:27]([F:28])=[CH:26][C:23]([CH2:24]Br)=[C:22]([F:29])[CH:21]=1.C([O-])([O-])=O.[Cs+].[Cs+]. (4) Given the product [CH3:34][C:23]([NH:22][C:18]1[CH:17]=[C:16]([CH:11]2[C:10]([CH3:35])([CH3:36])[CH2:9][C:8]3[C:13](=[CH:14][CH:15]=[C:6]([C:4]([OH:5])=[O:3])[CH:7]=3)[NH:12]2)[CH:21]=[CH:20][CH:19]=1)([CH3:33])[C:24]([N:26]1[CH2:27][CH2:28][N:29]([CH3:32])[CH2:30][CH2:31]1)=[O:25], predict the reactants needed to synthesize it. The reactants are: C([O:3][C:4]([C:6]1[CH:7]=[C:8]2[C:13](=[CH:14][CH:15]=1)[NH:12][CH:11]([C:16]1[CH:21]=[CH:20][CH:19]=[C:18]([NH:22][C:23]([CH3:34])([CH3:33])[C:24]([N:26]3[CH2:31][CH2:30][N:29]([CH3:32])[CH2:28][CH2:27]3)=[O:25])[CH:17]=1)[C:10]([CH3:36])([CH3:35])[CH2:9]2)=[O:5])C.Cl. (5) Given the product [CH:1]1([CH2:4][CH2:5][CH2:6][CH2:7][NH:8][C:9]([C:11]2[N:12]=[N:13][C:14]([N:21]3[CH2:22][CH2:23][N:18]([C:24](=[O:25])[C:26]4[CH:31]=[CH:30][CH:29]=[CH:28][C:27]=4[C:32]([F:35])([F:33])[F:34])[CH2:19][CH2:20]3)=[CH:15][CH:16]=2)=[O:10])[CH2:3][CH2:2]1, predict the reactants needed to synthesize it. The reactants are: [CH:1]1([CH2:4][CH2:5][CH2:6][CH2:7][NH:8][C:9]([C:11]2[N:12]=[N:13][C:14](Cl)=[CH:15][CH:16]=2)=[O:10])[CH2:3][CH2:2]1.[N:18]1([C:24]([C:26]2[CH:31]=[CH:30][CH:29]=[CH:28][C:27]=2[C:32]([F:35])([F:34])[F:33])=[O:25])[CH2:23][CH2:22][NH:21][CH2:20][CH2:19]1. (6) Given the product [C:22]([O:26][C:27]([NH:29][C:30]1[S:38][C:37]2[C:32](=[N:33][CH:34]=[C:35]([CH:39]3[CH2:42][N:41]([CH3:43])[CH2:40]3)[CH:36]=2)[C:31]=1[C:44]([NH:1][C:2]1[CH:3]=[N:4][CH:5]=[CH:6][C:7]=1[N:8]1[CH2:13][CH2:12][CH2:11][C@H:10]([NH:14][C:15](=[O:21])[O:16][C:17]([CH3:18])([CH3:20])[CH3:19])[CH2:9]1)=[O:45])=[O:28])([CH3:25])([CH3:23])[CH3:24], predict the reactants needed to synthesize it. The reactants are: [NH2:1][C:2]1[CH:3]=[N:4][CH:5]=[CH:6][C:7]=1[N:8]1[CH2:13][CH2:12][CH2:11][C@H:10]([NH:14][C:15](=[O:21])[O:16][C:17]([CH3:20])([CH3:19])[CH3:18])[CH2:9]1.[C:22]([O:26][C:27]([NH:29][C:30]1[S:38][C:37]2[C:32](=[N:33][CH:34]=[C:35]([CH:39]3[CH2:42][N:41]([CH3:43])[CH2:40]3)[CH:36]=2)[C:31]=1[C:44](O)=[O:45])=[O:28])([CH3:25])([CH3:24])[CH3:23].CN(C(ON1N=NC2C=CC=NC1=2)=[N+](C)C)C.F[P-](F)(F)(F)(F)F.CCN(C(C)C)C(C)C.